Task: Predict which catalyst facilitates the given reaction.. Dataset: Catalyst prediction with 721,799 reactions and 888 catalyst types from USPTO (1) Reactant: [CH2:1]([N:8]1[CH2:13][CH2:12][C:11]([CH2:24][C:25]([O:27][CH2:28][CH3:29])=[O:26])(C(OCC2C=CC=CC=2)=O)[C:10](=[O:30])[CH2:9]1)[C:2]1[CH:7]=[CH:6][CH:5]=[CH:4][CH:3]=1.[H][H]. Product: [CH2:1]([N:8]1[CH2:13][CH2:12][CH:11]([CH2:24][C:25]([O:27][CH2:28][CH3:29])=[O:26])[C:10](=[O:30])[CH2:9]1)[C:2]1[CH:3]=[CH:4][CH:5]=[CH:6][CH:7]=1. The catalyst class is: 99. (2) Reactant: Br[C:2]1[CH:3]=[C:4]([CH:28]=[CH:29][CH:30]=1)[CH2:5][N:6]1[C:14]2[C:9](=[CH:10][C:11]([NH:15][C:16]3[N:24]=[CH:23][C:22]([CH:25]4[CH2:27][CH2:26]4)=[CH:21][C:17]=3[C:18]([OH:20])=[O:19])=[CH:12][CH:13]=2)[CH:8]=[CH:7]1.[CH3:31][O:32][CH2:33][CH2:34][NH2:35].C1(P(C2CCCCC2)C2C(OC)=CC=C(OC)C=2C2C(C(C)C)=CC(C(C)C)=CC=2C(C)C)CCCCC1.CC(C)([O-])C.[Na+]. Product: [CH:25]1([C:22]2[CH:23]=[N:24][C:16]([NH:15][C:11]3[CH:10]=[C:9]4[C:14](=[CH:13][CH:12]=3)[N:6]([CH2:5][C:4]3[CH:28]=[CH:29][CH:30]=[C:2]([NH:35][CH2:34][CH2:33][O:32][CH3:31])[CH:3]=3)[CH:7]=[CH:8]4)=[C:17]([CH:21]=2)[C:18]([OH:20])=[O:19])[CH2:27][CH2:26]1. The catalyst class is: 102. (3) Reactant: [C:1]1([C:19]2[CH:24]=[CH:23][CH:22]=[CH:21][CH:20]=2)[CH:6]=[CH:5][C:4]([NH:7][C:8]2[CH:13]=[N:12][CH:11]=[C:10]3[S:14][C:15]([C:17]#[N:18])=[CH:16][C:9]=23)=[CH:3][CH:2]=1.[NH2:25][NH2:26]. Product: [C:1]1([C:19]2[CH:20]=[CH:21][CH:22]=[CH:23][CH:24]=2)[CH:6]=[CH:5][C:4]([NH:7][C:8]2[CH:13]=[N:12][CH:11]=[C:10]3[S:14][C:15]([C:17](=[N:25][NH2:26])[NH2:18])=[CH:16][C:9]=23)=[CH:3][CH:2]=1. The catalyst class is: 16. (4) Reactant: [F:1][C:2]([F:7])([F:6])[C:3]([OH:5])=[O:4].Br[C:9]1[CH:10]=[C:11]2[CH:29]=[C:27]([CH:28]=1)[NH:26][C:25]1=[N:30][C:21](=[C:22]([Cl:31])[CH:23]=[N:24]1)[NH:20][C:19]1=[CH:32][C:15](=[CH:16][CH:17]=[CH:18]1)[O:14][CH2:13][CH2:12]2.CC1(C)C(C)(C)OB([C:41]2[CH:46]=[CH:45][N:44]=[C:43]([N:47]3[CH2:52][CH2:51][N:50](C(OC(C)(C)C)=O)[CH2:49][CH2:48]3)[CH:42]=2)O1.C(=O)([O-])[O-].[Na+].[Na+]. Product: [F:1][C:2]([F:7])([F:6])[C:3]([OH:5])=[O:4].[F:1][C:2]([F:7])([F:6])[C:3]([OH:5])=[O:4].[F:1][C:2]([F:7])([F:6])[C:3]([OH:5])=[O:4].[Cl:31][C:22]1[CH:23]=[N:24][C:25]2[NH:26][C:27]3[CH:28]=[C:9]([C:41]4[CH:46]=[CH:45][N:44]=[C:43]([N:47]5[CH2:48][CH2:49][NH:50][CH2:51][CH2:52]5)[CH:42]=4)[CH:10]=[C:11]([CH:29]=3)[CH2:12][CH2:13][O:14][C:15]3[CH:32]=[C:19]([NH:20][C:21]=1[N:30]=2)[CH:18]=[CH:17][CH:16]=3. The catalyst class is: 335. (5) Reactant: [N:1]([CH2:4][C@@H:5]1[O:9][C:8](=[O:10])[N:7]([C:11]2[CH:20]=[CH:19][C:14]3[C:15]([CH3:18])=[N:16][O:17][C:13]=3[CH:12]=2)[CH2:6]1)=[N+:2]=[N-:3].[CH:21]12CC(C=C1)C=[CH:22]2.O.C(Cl)Cl. Product: [CH3:18][C:15]1[C:14]2[CH:19]=[CH:20][C:11]([N:7]3[CH2:6][C@H:5]([CH2:4][N:1]4[CH:22]=[CH:21][N:3]=[N:2]4)[O:9][C:8]3=[O:10])=[CH:12][C:13]=2[O:17][N:16]=1. The catalyst class is: 12. (6) Reactant: [CH3:1][C:2]1[C:3]([N:8](COCCOC)[S:9]([C:12]2[S:13][C:14]([CH3:45])=[CH:15][C:16]=2[C:17]2[CH:22]=[CH:21][C:20]([CH2:23][N:24]3[C:32]4[CH:31]=[C:30]([CH2:33][CH3:34])[N:29]=[C:28]([CH3:35])[C:27]=4[C:26]([C:36]4[S:37][CH:38]=[CH:39][CH:40]=4)=[N:25]3)=[CH:19][C:18]=2[CH2:41][O:42][CH2:43][CH3:44])(=[O:11])=[O:10])=[N:4][O:5][C:6]=1[CH3:7].Cl. Product: [CH3:1][C:2]1[C:3]([NH:8][S:9]([C:12]2[S:13][C:14]([CH3:45])=[CH:15][C:16]=2[C:17]2[CH:22]=[CH:21][C:20]([CH2:23][N:24]3[C:32]4[CH:31]=[C:30]([CH2:33][CH3:34])[N:29]=[C:28]([CH3:35])[C:27]=4[C:26]([C:36]4[S:37][CH:38]=[CH:39][CH:40]=4)=[N:25]3)=[CH:19][C:18]=2[CH2:41][O:42][CH2:43][CH3:44])(=[O:11])=[O:10])=[N:4][O:5][C:6]=1[CH3:7]. The catalyst class is: 8. (7) Reactant: C(N(CC)C(C)C)(C)C.[CH3:10][NH:11][CH2:12][CH:13]([C:15]1[CH:20]=[CH:19][CH:18]=[CH:17][N:16]=1)[OH:14].[Cl:21][C:22]1[CH:44]=[CH:43][C:25]([CH2:26][NH:27][C:28]([C:30]2[C:31](=[O:42])[C:32]3[CH:39]=[C:38]([CH2:40]Cl)[O:37][C:33]=3[N:34]([CH3:36])[CH:35]=2)=[O:29])=[CH:24][CH:23]=1.O. Product: [Cl:21][C:22]1[CH:44]=[CH:43][C:25]([CH2:26][NH:27][C:28]([C:30]2[C:31](=[O:42])[C:32]3[CH:39]=[C:38]([CH2:40][N:11]([CH2:12][CH:13]([OH:14])[C:15]4[CH:20]=[CH:19][CH:18]=[CH:17][N:16]=4)[CH3:10])[O:37][C:33]=3[N:34]([CH3:36])[CH:35]=2)=[O:29])=[CH:24][CH:23]=1. The catalyst class is: 3. (8) Reactant: [H-].[Na+].[F:3][C:4]([F:40])([F:39])[C:5]1[CH:6]=[C:7]([CH:32]=[C:33]([C:35]([F:38])([F:37])[F:36])[CH:34]=1)[CH2:8][NH:9][CH:10]1[CH2:16][CH2:15][CH2:14][N:13]([C:17]([O:19][CH:20]([CH3:22])[CH3:21])=[O:18])[C:12]2[C:23]([CH3:31])=[C:24]([C:27]([F:30])([F:29])[F:28])[CH:25]=[CH:26][C:11]1=2.[CH3:41][N:42](C)C=O.N#CBr. Product: [F:40][C:4]([F:3])([F:39])[C:5]1[CH:6]=[C:7]([CH:32]=[C:33]([C:35]([F:36])([F:38])[F:37])[CH:34]=1)[CH2:8][N:9]([C:41]#[N:42])[CH:10]1[CH2:16][CH2:15][CH2:14][N:13]([C:17]([O:19][CH:20]([CH3:21])[CH3:22])=[O:18])[C:12]2[C:23]([CH3:31])=[C:24]([C:27]([F:28])([F:29])[F:30])[CH:25]=[CH:26][C:11]1=2. The catalyst class is: 829. (9) Reactant: [Br:1][C:2]1[CH:11]=[CH:10][C:5]([C:6]([O:8]C)=O)=[C:4]([CH2:12]Br)[CH:3]=1.[NH2:14][CH2:15][CH2:16][C:17]([CH3:20])([OH:19])[CH3:18].CCN(CC)CC. Product: [Br:1][C:2]1[CH:3]=[C:4]2[C:5](=[CH:10][CH:11]=1)[C:6](=[O:8])[N:14]([CH2:15][CH2:16][C:17]([OH:19])([CH3:20])[CH3:18])[CH2:12]2. The catalyst class is: 5. (10) Reactant: C([O:3][C:4]([C:6]1[C:7]2[N:8]=[CH:9][CH:10]=[N:11][C:12]=2[C:13]([C:16]2[C:21]([F:22])=[C:20]([O:23][CH3:24])[CH:19]=[C:18]([O:25][CH3:26])[C:17]=2[F:27])=[CH:14][CH:15]=1)=[O:5])C.NC1N=CC(CN(C)CC(N)=O)=CC=1.C[Al](C)C.C([O-])(O)=O.[Na+]. Product: [F:22][C:21]1[C:20]([O:23][CH3:24])=[CH:19][C:18]([O:25][CH3:26])=[C:17]([F:27])[C:16]=1[C:13]1[C:12]2[N:11]=[CH:10][CH:9]=[N:8][C:7]=2[C:6]([C:4]([OH:5])=[O:3])=[CH:15][CH:14]=1. The catalyst class is: 512.